From a dataset of Reaction yield outcomes from USPTO patents with 853,638 reactions. Predict the reaction yield, written as a fraction of the theoretical maximum amount of product (1.0 means a 100% yield; for example, 0.34 means a 34% yield). No catalyst specified. The reactants are [CH3:1][N:2]1[C:6]([NH:7][C:8](=[O:15])OCC(Cl)(Cl)Cl)=[CH:5][CH:4]=[N:3]1.[F:16][C:17]1[C:22]([F:23])=[CH:21][CH:20]=[CH:19][C:18]=1[C:24]1[N:29]=[C:28]([N:30]2[CH2:35][CH2:34][NH:33][CH2:32][CH2:31]2)[CH:27]=[CH:26][CH:25]=1. The product is [F:16][C:17]1[C:22]([F:23])=[CH:21][CH:20]=[CH:19][C:18]=1[C:24]1[N:29]=[C:28]([N:30]2[CH2:31][CH2:32][N:33]([C:8]([NH:7][C:6]3[N:2]([CH3:1])[N:3]=[CH:4][CH:5]=3)=[O:15])[CH2:34][CH2:35]2)[CH:27]=[CH:26][CH:25]=1. The yield is 0.520.